Dataset: CYP2C9 inhibition data for predicting drug metabolism from PubChem BioAssay. Task: Regression/Classification. Given a drug SMILES string, predict its absorption, distribution, metabolism, or excretion properties. Task type varies by dataset: regression for continuous measurements (e.g., permeability, clearance, half-life) or binary classification for categorical outcomes (e.g., BBB penetration, CYP inhibition). Dataset: cyp2c9_veith. The result is 0 (non-inhibitor). The molecule is O=C1C=C2C=C[C@H]3C[C@@]2(O1)[C@H]1CCCCN31.